Dataset: Reaction yield outcomes from USPTO patents with 853,638 reactions. Task: Predict the reaction yield, written as a fraction of the theoretical maximum amount of product (1.0 means a 100% yield; for example, 0.34 means a 34% yield). The reactants are Cl[C:2]1[N:3]=[C:4]([NH:17][CH3:18])[C:5]2[CH2:10][CH2:9][CH:8]([C:11]3[CH:16]=[CH:15][CH:14]=[CH:13][CH:12]=3)[C:6]=2[N:7]=1.[NH2:19][C:20]1[CH:25]=[CH:24][C:23]([N:26]2[CH:30]=[C:29]([C:31]#[N:32])[N:28]=[CH:27]2)=[C:22]([O:33][CH3:34])[CH:21]=1.CC(O)=O.[OH-].[Na+]. The catalyst is O1CCOCC1. The product is [CH3:34][O:33][C:22]1[CH:21]=[C:20]([NH:19][C:2]2[N:3]=[C:4]([NH:17][CH3:18])[C:5]3[CH2:10][CH2:9][CH:8]([C:11]4[CH:16]=[CH:15][CH:14]=[CH:13][CH:12]=4)[C:6]=3[N:7]=2)[CH:25]=[CH:24][C:23]=1[N:26]1[CH:30]=[C:29]([C:31]#[N:32])[N:28]=[CH:27]1. The yield is 0.226.